From a dataset of Reaction yield outcomes from USPTO patents with 853,638 reactions. Predict the reaction yield, written as a fraction of the theoretical maximum amount of product (1.0 means a 100% yield; for example, 0.34 means a 34% yield). (1) The yield is 0.979. The product is [ClH:18].[NH2:9][CH:8]([C:12]1[CH:17]=[CH:16][CH:15]=[CH:14][CH:13]=1)[C:4]1[CH:3]=[C:2]([OH:1])[CH:7]=[CH:6][CH:5]=1. No catalyst specified. The reactants are [OH:1][C:2]1[CH:3]=[C:4]([CH:8]([C:12]2[CH:17]=[CH:16][CH:15]=[CH:14][CH:13]=2)[NH:9]C=O)[CH:5]=[CH:6][CH:7]=1.[ClH:18]. (2) The reactants are Cl.Cl.[CH:3]([N:6]([C:8]([C:10]1[N:19]=[C:18]2[N:12]([CH2:13][CH2:14][O:15][C:16]3[CH:23]=[C:22]([Br:24])[CH:21]=[CH:20][C:17]=32)[CH:11]=1)=[O:9])[NH2:7])([CH3:5])[CH3:4].[CH3:25][O:26][CH2:27][C:28](Cl)=[O:29]. The catalyst is C(Cl)Cl. The product is [CH:3]([N:6]([C:8]([C:10]1[N:19]=[C:18]2[N:12]([CH2:13][CH2:14][O:15][C:16]3[CH:23]=[C:22]([Br:24])[CH:21]=[CH:20][C:17]=32)[CH:11]=1)=[O:9])[NH:7][C:28](=[O:29])[CH2:27][O:26][CH3:25])([CH3:5])[CH3:4]. The yield is 0.860. (3) The product is [Cl:28][C:29]1[CH:34]=[CH:33][C:32]([C:2]2[CH:27]=[CH:26][C:5]3[C:6]4[N:7]([CH:11]=[C:12]([C:14]5[N:18]([C:19]6[CH:24]=[CH:23][CH:22]=[CH:21][C:20]=6[Cl:25])[N:17]=[CH:16][N:15]=5)[N:13]=4)[CH2:8][CH2:9][O:10][C:4]=3[CH:3]=2)=[CH:31][CH:30]=1. The yield is 0.200. The catalyst is C1C=CC(P(C2C=CC=CC=2)[C-]2C=CC=C2)=CC=1.C1C=CC(P(C2C=CC=CC=2)[C-]2C=CC=C2)=CC=1.Cl[Pd]Cl.[Fe+2].O1CCOCC1.O. The reactants are Br[C:2]1[CH:27]=[CH:26][C:5]2[C:6]3[N:7]([CH:11]=[C:12]([C:14]4[N:18]([C:19]5[CH:24]=[CH:23][CH:22]=[CH:21][C:20]=5[Cl:25])[N:17]=[CH:16][N:15]=4)[N:13]=3)[CH2:8][CH2:9][O:10][C:4]=2[CH:3]=1.[Cl:28][C:29]1[CH:34]=[CH:33][C:32](B(O)O)=[CH:31][CH:30]=1.C([O-])([O-])=O.[Cs+].[Cs+]. (4) The reactants are [N:1]1[N:5]2[CH:6]=[CH:7][CH:8]=[CH:9][C:4]2=[C:3]([C:10]([OH:12])=O)[CH:2]=1.C1C=CC2N(O)N=NC=2C=1.CCN=C=NCCCN(C)C.C(N(C(C)C)CC)(C)C.[CH3:43][C:44]12[CH2:51][CH:48]([NH:49][CH2:50]1)[CH2:47][C:46]([CH3:53])([CH3:52])[CH2:45]2. The catalyst is C1COCC1. The product is [N:1]1[N:5]2[CH:6]=[CH:7][CH:8]=[CH:9][C:4]2=[C:3]([C:10]([N:49]2[CH2:50][C:44]3([CH3:43])[CH2:51][CH:48]2[CH2:47][C:46]([CH3:53])([CH3:52])[CH2:45]3)=[O:12])[CH:2]=1. The yield is 0.730.